This data is from Reaction yield outcomes from USPTO patents with 853,638 reactions. The task is: Predict the reaction yield, written as a fraction of the theoretical maximum amount of product (1.0 means a 100% yield; for example, 0.34 means a 34% yield). (1) The reactants are [NH2:1][C:2]1[N:7]2[CH:8]=[C:9]([CH2:11][CH3:12])[N:10]=[C:6]2[C:5]([C:13]([NH:15][CH2:16][CH:17]2[CH2:22][CH2:21][N:20]([CH2:23][CH2:24][CH2:25][CH3:26])[CH2:19][CH2:18]2)=[O:14])=[CH:4][CH:3]=1.[Cl:27]N1C(=O)CCC1=O.O. The catalyst is C(O)C. The product is [NH2:1][C:2]1[N:7]2[C:8]([Cl:27])=[C:9]([CH2:11][CH3:12])[N:10]=[C:6]2[C:5]([C:13]([NH:15][CH2:16][CH:17]2[CH2:18][CH2:19][N:20]([CH2:23][CH2:24][CH2:25][CH3:26])[CH2:21][CH2:22]2)=[O:14])=[CH:4][CH:3]=1. The yield is 0.380. (2) The reactants are Cl[C:2]1[N:7]=[N:6][C:5]([NH2:8])=[CH:4][CH:3]=1.[C:9]([O:13][C:14]([N:16]1[CH:21]2[CH2:22][CH2:23][CH:17]1[CH2:18][NH:19][CH2:20]2)=[O:15])([CH3:12])([CH3:11])[CH3:10]. The catalyst is ClCCl. The product is [C:9]([O:13][C:14]([N:16]1[CH:17]2[CH2:23][CH2:22][CH:21]1[CH2:20][N:19]([C:2]1[N:7]=[N:6][C:5]([NH2:8])=[CH:4][CH:3]=1)[CH2:18]2)=[O:15])([CH3:12])([CH3:10])[CH3:11]. The yield is 0.300. (3) The reactants are [CH3:1][O:2][C:3](=[O:44])[CH2:4][CH2:5][CH2:6]/[CH:7]=[CH:8]\[CH2:9][C@H:10]1[C:14](=[O:15])[CH2:13][C@@H:12](O[Si](C(C)(C)C)(C)C)[C@@H:11]1/[CH:24]=[CH:25]/[C@@H:26]([O:36][Si](C(C)(C)C)(C)C)[CH2:27][CH2:28][C:29]1[S:30][C:31]([CH3:35])=[C:32]([Br:34])[CH:33]=1.CC(O)=O.O.C([O-])(O)=O.[Na+]. The catalyst is C1COCC1. The product is [CH3:1][O:2][C:3](=[O:44])[CH2:4][CH2:5][CH2:6]/[CH:7]=[CH:8]\[CH2:9][C@H:10]1[C:14](=[O:15])[CH:13]=[CH:12][C@@H:11]1/[CH:24]=[CH:25]/[C@@H:26]([OH:36])[CH2:27][CH2:28][C:29]1[S:30][C:31]([CH3:35])=[C:32]([Br:34])[CH:33]=1. The yield is 0.510. (4) The reactants are [C:1]1([CH2:17][O:18][CH2:19][CH2:20][CH2:21][CH2:22][CH2:23][NH2:24])[C:14]2[C:15]3=[C:16]4[C:11](=[CH:12][CH:13]=2)[CH:10]=[CH:9][CH:8]=[C:7]4[CH:6]=[CH:5][C:4]3=[CH:3][CH:2]=1.[N:25]([CH2:28][CH2:29][CH2:30][CH2:31][CH2:32][CH2:33][N:34]=[C:35]=[O:36])=[C:26]=[O:27]. The catalyst is ClC1C=CC=CC=1Cl. The product is [CH2:33]([NH:34][C:35]([NH:24][CH2:23][CH2:22][CH2:21][CH2:20][CH2:19][O:18][CH2:17][C:1]1[C:14]2[C:15]3=[C:16]4[C:11](=[CH:12][CH:13]=2)[CH:10]=[CH:9][CH:8]=[C:7]4[CH:6]=[CH:5][C:4]3=[CH:3][CH:2]=1)=[O:36])[CH2:32][CH2:31][CH2:30][CH2:29][CH2:28][NH:25][C:26]([NH:24][CH2:23][CH2:22][CH2:21][CH2:20][CH2:19][O:18][CH2:17][C:1]1[C:14]2[C:15]3=[C:16]4[C:11](=[CH:12][CH:13]=2)[CH:10]=[CH:9][CH:8]=[C:7]4[CH:6]=[CH:5][C:4]3=[CH:3][CH:2]=1)=[O:27]. The yield is 0.979. (5) The reactants are [C:1]([C:3]1[CH:4]=[C:5]([NH:10][C:11]2[C:12]3[CH:20]=[C:19]([NH:21]CC4C=CC(OC)=CC=4)[N:18]=[CH:17][C:13]=3[N:14]=[CH:15][N:16]=2)[CH:6]=[CH:7][C:8]=1[F:9])#[CH:2].FC(F)(F)C(O)=O.C1(OC)C=CC=CC=1. The catalyst is C(Cl)Cl. The product is [C:1]([C:3]1[CH:4]=[C:5]([NH:10][C:11]2[C:12]3[CH:20]=[C:19]([NH2:21])[N:18]=[CH:17][C:13]=3[N:14]=[CH:15][N:16]=2)[CH:6]=[CH:7][C:8]=1[F:9])#[CH:2]. The yield is 0.890.